Dataset: Reaction yield outcomes from USPTO patents with 853,638 reactions. Task: Predict the reaction yield, written as a fraction of the theoretical maximum amount of product (1.0 means a 100% yield; for example, 0.34 means a 34% yield). (1) The reactants are [C:1]([O:20][C:21]([C:34]1[CH:39]=[CH:38][CH:37]=[CH:36][CH:35]=1)([C:28]1[CH:33]=[CH:32][CH:31]=[CH:30][CH:29]=1)[C:22]1[CH:27]=[CH:26][CH:25]=[CH:24][CH:23]=1)(C1C=CC=CC=1)(C1C=CC=CC=1)C1C=CC=CC=1.[H-].[Na+].Br[CH2:43][CH2:44][CH2:45][CH2:46][CH2:47][CH2:48][CH2:49][CH2:50][CH2:51][CH3:52].[OH2:53].[CH2:54]([O:56][CH2:57][CH3:58])[CH3:55]. The catalyst is O1CCCC1. The product is [CH2:54]([O:56][CH2:57][CH:58]([O:53][CH2:24][CH2:23][CH2:22][CH2:21][CH2:28][CH2:29][CH2:30][CH2:31][CH2:32][CH3:33])[CH2:1][O:20][C:21]([C:28]1[CH:33]=[CH:32][CH:31]=[CH:30][CH:29]=1)([C:34]1[CH:35]=[CH:36][CH:37]=[CH:38][CH:39]=1)[C:22]1[CH:23]=[CH:24][CH:25]=[CH:26][CH:27]=1)[CH2:55][CH2:43][CH2:44][CH2:45][CH2:46][CH2:47][CH2:48][CH2:49][CH2:50][CH2:51][CH3:52]. The yield is 0.520. (2) The product is [CH2:11]([N:6]1[CH2:7][C:8]([CH3:10])([CH3:9])[C:2]2[C:3](=[CH:13][C:14]([N+:17]([O-:19])=[O:18])=[CH:15][CH:16]=2)[C:4]1=[O:5])[CH3:12]. The reactants are Br[C:2]1[CH:16]=[CH:15][C:14]([N+:17]([O-:19])=[O:18])=[CH:13][C:3]=1[C:4]([N:6]([CH2:11][CH3:12])[CH2:7][C:8]([CH3:10])=[CH2:9])=[O:5].C([O-])=O.[Na+].C([O-])(=O)C.[Na+]. The yield is 0.960. The catalyst is [Cl-].C([N+](CC)(CC)CC)C.CN(C=O)C.C([O-])(=O)C.[Pd+2].C([O-])(=O)C. (3) The reactants are [Br:1][C:2]1[CH:3]=[CH:4][C:5]([Cl:9])=[C:6]([CH:8]=1)[NH2:7].C(N(C(C)C)CC)(C)C.[C:19](Cl)(=[O:22])[CH:20]=[CH2:21]. The catalyst is ClCCl. The product is [Br:1][C:2]1[CH:3]=[CH:4][C:5]([Cl:9])=[C:6]([NH:7][C:19](=[O:22])[CH:20]=[CH2:21])[CH:8]=1. The yield is 0.790. (4) The reactants are [CH2:1]1[C:9]2[C:4](=[CH:5][CH:6]=[CH:7][CH:8]=2)[CH:3]=[CH:2]1.C([Li:14])CCC. The catalyst is CCCCCC. The product is [CH:1]1([Li:14])[C:9]2[C:4](=[CH:5][CH:6]=[CH:7][CH:8]=2)[CH:3]=[CH:2]1. The yield is 0.800.